From a dataset of Full USPTO retrosynthesis dataset with 1.9M reactions from patents (1976-2016). Predict the reactants needed to synthesize the given product. (1) Given the product [CH3:1][N:2]1[C@@H:19]2[CH2:20][C:7]3[CH:8]=[CH:9][C:10]([O:21][CH3:22])=[C:11]4[O:12][C@H:13]5[C:14]([CH:16]=[CH:17][C@@H:18]2[C@:5]5([C:6]=34)[CH2:4][CH2:3]1)=[O:15].[CH3:23][N:24]1[C@@H:34]2[CH2:35][C:36]3[CH:41]=[CH:40][C:39]([O:42][CH3:43])=[C:38]4[O:44][CH:28]5[C:29]([CH:31]=[CH:32][C@:33]2([OH:45])[C@:27]5([C:37]=34)[CH2:26][CH2:25]1)=[O:30], predict the reactants needed to synthesize it. The reactants are: [CH3:1][N:2]1[C@@H:19]2[CH2:20][C:7]3[CH:8]=[CH:9][C:10]([O:21][CH3:22])=[C:11]4[O:12][C@H:13]5[C:14]([CH:16]=[CH:17][C@@H:18]2[C@:5]5([C:6]=34)[CH2:4][CH2:3]1)=[O:15].[CH3:23][N:24]1[C@@H:34]2[CH2:35][C:36]3[CH:41]=[CH:40][C:39]([O:42][CH3:43])=[C:38]4[O:44][CH:28]5[C:29]([CH:31]=[CH:32][C@:33]2([OH:45])[C@:27]5([C:37]=34)[CH2:26][CH2:25]1)=[O:30].P(=O)(O)(O)O. (2) Given the product [CH:22](=[O:21])[CH2:23][CH2:24][CH2:25][CH2:26][CH2:27][CH2:28][CH2:29][CH2:30][CH2:31]/[CH:32]=[CH:33]\[CH:34]=[CH:35]/[CH2:36][CH3:37], predict the reactants needed to synthesize it. The reactants are: B.C(N(CC)C1C=CC=CC=1)C.C1CCCCC=1.C([O:21][CH:22](OCC)[CH2:23][CH2:24][CH2:25][CH2:26][CH2:27][CH2:28][CH2:29][CH2:30][CH2:31][C:32]#[C:33][C:34]#[C:35][CH2:36][CH3:37])C.C(O)(=O)C.[OH-].[Na+].OO.C(O)(=O)C(O)=O.